This data is from Forward reaction prediction with 1.9M reactions from USPTO patents (1976-2016). The task is: Predict the product of the given reaction. (1) Given the reactants Cl[C:2]1[C:11]2[C:6](=[CH:7][CH:8]=[C:9]([Cl:12])[CH:10]=2)[CH:5]=[CH:4][N:3]=1.[CH2:13]([N:20]1[CH2:25][CH2:24][NH:23][CH2:22][CH2:21]1)[C:14]1[CH:19]=[CH:18][CH:17]=[CH:16][CH:15]=1, predict the reaction product. The product is: [CH2:13]([N:20]1[CH2:25][CH2:24][N:23]([C:2]2[C:11]3[C:6](=[CH:7][CH:8]=[C:9]([Cl:12])[CH:10]=3)[CH:5]=[CH:4][N:3]=2)[CH2:22][CH2:21]1)[C:14]1[CH:15]=[CH:16][CH:17]=[CH:18][CH:19]=1. (2) The product is: [Br:1][C:2]1[CH:3]=[C:4]([C:9]2[N:13]([C:14]3[CH:19]=[CH:18][CH:17]=[C:16]([Cl:20])[CH:15]=3)[N:12]=[C:11]([C:21]([N:47]3[CH2:51][C:50](=[O:52])[NH:49][CH2:48]3)=[O:23])[CH:10]=2)[CH:5]=[CH:6][C:7]=1[F:8]. Given the reactants [Br:1][C:2]1[CH:3]=[C:4]([C:9]2[N:13]([C:14]3[CH:19]=[CH:18][CH:17]=[C:16]([Cl:20])[CH:15]=3)[N:12]=[C:11]([C:21]([OH:23])=O)[CH:10]=2)[CH:5]=[CH:6][C:7]=1[F:8].ClC1C=C(N2C(C3C=C(F)C=C(Cl)C=3)=CC(C([N:47]3[CH2:51][C:50](=[O:52])[NH:49][CH2:48]3)=O)=N2)C=CC=1F, predict the reaction product. (3) Given the reactants [CH3:1][N:2]([CH2:10][CH:11]=O)[C:3](=[O:9])[O:4][C:5]([CH3:8])([CH3:7])[CH3:6].[CH3:13][O:14][C:15]1[CH:20]=[CH:19][CH:18]=[CH:17][C:16]=1[C:21]1[NH:25][C:24]2[C:26]([CH:30]3[CH2:35][CH2:34][NH:33][CH2:32][CH2:31]3)=[CH:27][CH:28]=[CH:29][C:23]=2[N:22]=1.C(O)(=O)C.C(O[BH-](OC(=O)C)OC(=O)C)(=O)C.[Na+], predict the reaction product. The product is: [CH3:13][O:14][C:15]1[CH:20]=[CH:19][CH:18]=[CH:17][C:16]=1[C:21]1[NH:25][C:24]2[C:26]([CH:30]3[CH2:35][CH2:34][N:33]([CH2:11][CH2:10][N:2]([CH3:1])[C:3](=[O:9])[O:4][C:5]([CH3:6])([CH3:7])[CH3:8])[CH2:32][CH2:31]3)=[CH:27][CH:28]=[CH:29][C:23]=2[N:22]=1. (4) Given the reactants [CH:1]1([CH2:4][O:5][C:6]2[CH:11]=[CH:10][C:9]([CH:12]([F:14])[F:13])=[CH:8][C:7]=2[C:15]2[C:16]3[NH:23][C:22]([CH3:24])=[C:21]([C:25](O)=[O:26])[C:17]=3[N:18]=[CH:19][N:20]=2)[CH2:3][CH2:2]1.[NH2:28][C@@H:29]1[CH2:33][N:32]([C:34]([O:36][C:37]([CH3:40])([CH3:39])[CH3:38])=[O:35])[C@@H:31]([CH3:41])[CH2:30]1, predict the reaction product. The product is: [CH:1]1([CH2:4][O:5][C:6]2[CH:11]=[CH:10][C:9]([CH:12]([F:14])[F:13])=[CH:8][C:7]=2[C:15]2[C:16]3[NH:23][C:22]([CH3:24])=[C:21]([C:25]([NH:28][C@@H:29]4[CH2:33][N:32]([C:34]([O:36][C:37]([CH3:40])([CH3:39])[CH3:38])=[O:35])[C@@H:31]([CH3:41])[CH2:30]4)=[O:26])[C:17]=3[N:18]=[CH:19][N:20]=2)[CH2:3][CH2:2]1. (5) Given the reactants [F:1][C:2]1[CH:7]=[CH:6][C:5](O)=[C:4]([N+:9]([O-:11])=[O:10])[CH:3]=1.FC(F)(F)S(OC1C=CC(F)=CC=1[N+]([O-])=O)(=O)=O.[CH3:30][O:31][C:32]1[CH:33]=[C:34]2[C:39](=[CH:40][CH:41]=1)[CH:38]=[C:37](B(O)O)[CH:36]=[CH:35]2.C(O)CCO.S([O-])([O-])(=O)=O.[Mg+2], predict the reaction product. The product is: [F:1][C:2]1[CH:7]=[CH:6][C:5]([CH:37]2[CH2:36][CH2:35][C:34]3[C:39](=[CH:40][CH:41]=[C:32]([O:31][CH3:30])[CH:33]=3)[CH2:38]2)=[C:4]([N+:9]([O-:11])=[O:10])[CH:3]=1. (6) Given the reactants C[O:2][C:3]([C:5]1[CH:13]=[C:12]2[C:8]([C:9]([CH:43]3[CH2:48][CH2:47][CH2:46][CH2:45][CH2:44]3)=[C:10]([C:18]3[CH:19]=[C:20]4[C:25](=[CH:26][CH:27]=3)[N:24]=[C:23](C3C=C(OC)C=CC=3C3C=CC(Cl)=CC=3)[CH:22]=[CH:21]4)[N:11]2[CH2:14][C:15]([OH:17])=O)=[CH:7][CH:6]=1)=[O:4].COC(C1C=C2C(C(C3CCCCC3)=C(C3C=C4C(=CC=3)N=C([C:81]3[CH:86]=[C:85]([O:87][CH3:88])[CH:84]=[CH:83][C:82]=3[C:89]3[CH:94]=[CH:93][C:92]([Cl:95])=[CH:91][CH:90]=3)C=C4)N2CC(N2CCOCC2)=O)=CC=1)=O.[NH:102]1[CH2:107][CH2:106]O[CH2:104][CH2:103]1, predict the reaction product. The product is: [N:102]1([CH:21]2[CH2:20][CH2:25][N:24]([C:15]([CH2:14][N:11]3[C:12]4[C:8](=[CH:7][CH:6]=[C:5]([C:3]([OH:2])=[O:4])[CH:13]=4)[C:9]([CH:43]4[CH2:44][CH2:45][CH2:46][CH2:47][CH2:48]4)=[C:10]3[C:18]3[CH:19]=[C:20]4[C:25](=[CH:26][CH:27]=3)[N:24]=[C:23]([C:83]3[C:82]([C:89]5[CH:94]=[CH:93][C:92]([Cl:95])=[CH:91][CH:90]=5)=[CH:81][CH:86]=[C:85]([O:87][CH3:88])[CH:84]=3)[CH:22]=[CH:21]4)=[O:17])[CH2:23][CH2:22]2)[CH2:107][CH2:106][CH2:104][CH2:103]1. (7) Given the reactants [NH2:1][C:2]1[CH:3]=[N:4][N:5]([CH:7]([C:22]2[CH:27]=[CH:26][CH:25]=[CH:24][CH:23]=2)[C:8]2(F)CCN(C(OC(C)(C)C)=O)CC2)[CH:6]=1.[CH3:28][S:29]CC(C1C=CC=CC=1)=O, predict the reaction product. The product is: [CH3:28][S:29][CH2:8][CH:7]([N:5]1[CH:6]=[C:2]([NH2:1])[CH:3]=[N:4]1)[C:22]1[CH:27]=[CH:26][CH:25]=[CH:24][CH:23]=1. (8) Given the reactants Br[C:2]1[CH:3]=[C:4]([C:8]2[C:9]3[CH:23]=[CH:22][NH:21][C:10]=3[N:11]=[C:12]([C:14]3[CH:19]=[CH:18][CH:17]=[C:16]([CH3:20])[N:15]=3)[N:13]=2)[CH:5]=[N:6][CH:7]=1.[CH3:24][N:25]1[CH2:30][CH2:29][N:28]([C:31]([C:33]2[CH:38]=[CH:37][C:36](B3OC(C)(C)C(C)(C)O3)=[CH:35][CH:34]=2)=[O:32])[CH2:27][CH2:26]1.C([O-])([O-])=O.[Na+].[Na+].[OH-].[Na+], predict the reaction product. The product is: [CH3:24][N:25]1[CH2:30][CH2:29][N:28]([C:31]([C:33]2[CH:38]=[CH:37][C:36]([C:2]3[CH:7]=[N:6][CH:5]=[C:4]([C:8]4[C:9]5[CH:23]=[CH:22][NH:21][C:10]=5[N:11]=[C:12]([C:14]5[CH:19]=[CH:18][CH:17]=[C:16]([CH3:20])[N:15]=5)[N:13]=4)[CH:3]=3)=[CH:35][CH:34]=2)=[O:32])[CH2:27][CH2:26]1. (9) Given the reactants [CH2:1]([CH:5]1[C:10](=[O:11])[NH:9][C:8]2[CH:12]=[C:13]([CH3:17])[CH:14]=[C:15]([CH3:16])[C:7]=2[O:6]1)[CH2:2][CH2:3][CH3:4].C(=O)([O-])[O-].[K+].[K+].[C:24]([O:28][CH3:29])(=[O:27])[CH:25]=[CH2:26].C(O)(=O)CC(CC(O)=O)(C(O)=O)O, predict the reaction product. The product is: [CH3:29][O:28][C:24](=[O:27])[CH2:25][CH2:26][N:9]1[C:8]2[CH:12]=[C:13]([CH3:17])[CH:14]=[C:15]([CH3:16])[C:7]=2[O:6][CH:5]([CH2:1][CH2:2][CH2:3][CH3:4])[C:10]1=[O:11]. (10) The product is: [OH:29][C@@H:24]1[C@@H:23]([N:13]2[C:12](=[O:30])[C:11]3[C:16](=[C:17]4[CH:22]=[CH:21][CH:20]=[CH:19][C:18]4=[C:9]([CH2:8][C:5]4[CH:6]=[N:7][C:2]([C:41]5[CH:40]=[N:39][N:38]([CH3:37])[CH:42]=5)=[CH:3][CH:4]=4)[CH:10]=3)[N:15]=[CH:14]2)[CH2:28][CH2:27][O:26][CH2:25]1. Given the reactants Cl[C:2]1[N:7]=[CH:6][C:5]([CH2:8][C:9]2[CH:10]=[C:11]3[C:16](=[C:17]4[CH:22]=[CH:21][CH:20]=[CH:19][C:18]=24)[N:15]=[CH:14][N:13]([C@H:23]2[CH2:28][CH2:27][O:26][CH2:25][C@@H:24]2[OH:29])[C:12]3=[O:30])=[CH:4][CH:3]=1.C(=O)([O-])[O-].[Cs+].[Cs+].[CH3:37][N:38]1[CH:42]=[C:41](B2OC(C)(C)C(C)(C)O2)[CH:40]=[N:39]1, predict the reaction product.